From a dataset of Reaction yield outcomes from USPTO patents with 853,638 reactions. Predict the reaction yield, written as a fraction of the theoretical maximum amount of product (1.0 means a 100% yield; for example, 0.34 means a 34% yield). (1) The reactants are [C:1]([O:5][C:6](=[O:22])[N:7]([CH2:11][CH:12]([C:14]1[CH:19]=[CH:18][C:17]([Br:20])=[CH:16][C:15]=1[F:21])[OH:13])[CH2:8][CH2:9]O)([CH3:4])([CH3:3])[CH3:2].C1(P(C2C=CC=CC=2)C2C=CC=CC=2)C=CC=CC=1.CC(OC(/N=N/C(OC(C)C)=O)=O)C. The catalyst is CC(OC)(C)C. The product is [C:1]([O:5][C:6]([N:7]1[CH2:8][CH2:9][O:13][CH:12]([C:14]2[CH:19]=[CH:18][C:17]([Br:20])=[CH:16][C:15]=2[F:21])[CH2:11]1)=[O:22])([CH3:4])([CH3:3])[CH3:2]. The yield is 0.770. (2) The reactants are C([O-])([O-])=O.[Cs+].[Cs+].[CH2:7]([O:9][C:10](=[O:19])[C:11]1[CH:16]=[CH:15][C:14]([OH:17])=[C:13]([OH:18])[CH:12]=1)[CH3:8].Br[CH2:21][CH2:22]Br. The catalyst is CN(C=O)C. The product is [CH2:7]([O:9][C:10]([C:11]1[CH:16]=[CH:15][C:14]2[O:17][CH2:21][CH2:22][O:18][C:13]=2[CH:12]=1)=[O:19])[CH3:8]. The yield is 0.290. (3) The reactants are [Cl:1][C:2]1[N:3]=[C:4](Cl)[C:5]2[C:10]([C:11]3[CH:20]=[CH:19][C:14]4[N:15]=[C:16]([CH3:18])[O:17][C:13]=4[CH:12]=3)=[CH:9][N:8]([CH2:21][O:22][CH2:23][CH2:24][Si:25]([CH3:28])([CH3:27])[CH3:26])[C:6]=2[N:7]=1.[CH3:30][CH:31]([OH:33])[CH3:32].CC(C)([O-])C.[Na+]. The catalyst is O1CCOCC1. The product is [Cl:1][C:2]1[N:3]=[C:4]([O:33][CH:31]([CH3:32])[CH3:30])[C:5]2[C:10]([C:11]3[CH:20]=[CH:19][C:14]4[N:15]=[C:16]([CH3:18])[O:17][C:13]=4[CH:12]=3)=[CH:9][N:8]([CH2:21][O:22][CH2:23][CH2:24][Si:25]([CH3:28])([CH3:27])[CH3:26])[C:6]=2[N:7]=1. The yield is 1.01. (4) The reactants are [O:1]=[C:2]([N:6]([CH:30]([C:32]1[CH:37]=[CH:36][C:35]([C:38]([F:41])([F:40])[F:39])=[CH:34][CH:33]=1)[CH3:31])[CH2:7][C:8]1[CH:13]=[CH:12][C:11]([C:14]2[O:18][N:17]=[C:16]([CH2:19][CH2:20][CH2:21][CH2:22][CH2:23][CH2:24][CH2:25][CH2:26][CH2:27][CH2:28][CH3:29])[N:15]=2)=[CH:10][CH:9]=1)[C:3]([OH:5])=[O:4].[CH3:42][NH:43][CH2:44][C@@H:45]([C@H:47]([C@@H:49]([C@@H:51]([CH2:53][OH:54])[OH:52])[OH:50])[OH:48])[OH:46]. The yield is 0.990. No catalyst specified. The product is [CH3:42][NH:43][CH2:44][C@@H:45]([C@H:47]([C@@H:49]([C@@H:51]([CH2:53][OH:54])[OH:52])[OH:50])[OH:48])[OH:46].[O:1]=[C:2]([N:6]([CH:30]([C:32]1[CH:37]=[CH:36][C:35]([C:38]([F:41])([F:40])[F:39])=[CH:34][CH:33]=1)[CH3:31])[CH2:7][C:8]1[CH:9]=[CH:10][C:11]([C:14]2[O:18][N:17]=[C:16]([CH2:19][CH2:20][CH2:21][CH2:22][CH2:23][CH2:24][CH2:25][CH2:26][CH2:27][CH2:28][CH3:29])[N:15]=2)=[CH:12][CH:13]=1)[C:3]([OH:5])=[O:4]. (5) The reactants are [NH2:1][C:2]1[N:10]=[C:9]([O:11][CH2:12][CH2:13][CH2:14][CH3:15])[N:8]=[C:7]2[C:3]=1[NH:4][C:5](=[O:20])[N:6]2[CH2:16][CH2:17][CH2:18]Br.[CH2:21]([NH2:25])[CH:22]([CH3:24])[CH3:23]. The catalyst is CS(C)=O. The product is [NH2:1][C:2]1[N:10]=[C:9]([O:11][CH2:12][CH2:13][CH2:14][CH3:15])[N:8]=[C:7]2[C:3]=1[NH:4][C:5](=[O:20])[N:6]2[CH2:16][CH2:17][CH2:18][NH:25][CH2:21][CH:22]([CH3:24])[CH3:23]. The yield is 0.980. (6) The reactants are [N+:1]([C:4]1[CH:9]=[CH:8][C:7]([C:10]2([C:13]([O:15][CH3:16])=[O:14])[CH2:12][CH2:11]2)=[CH:6][CH:5]=1)([O-])=O. The catalyst is CO.[Ni]. The product is [NH2:1][C:4]1[CH:5]=[CH:6][C:7]([C:10]2([C:13]([O:15][CH3:16])=[O:14])[CH2:12][CH2:11]2)=[CH:8][CH:9]=1. The yield is 0.660.